This data is from Forward reaction prediction with 1.9M reactions from USPTO patents (1976-2016). The task is: Predict the product of the given reaction. (1) Given the reactants [NH:1]1[C:9]2[C:4](=[CH:5][CH:6]=[CH:7][CH:8]=2)[C:3]([CH2:10][C:11]([O:13][CH3:14])=[O:12])=[CH:2]1.Br[CH2:16][CH2:17][CH2:18][O:19][C:20]1[CH:21]=[C:22]([CH3:28])[C:23]([Cl:27])=[C:24]([CH3:26])[CH:25]=1, predict the reaction product. The product is: [Cl:27][C:23]1[C:22]([CH3:28])=[CH:21][C:20]([O:19][CH2:18][CH2:17][CH2:16][N:1]2[C:9]3[C:4](=[CH:5][CH:6]=[CH:7][CH:8]=3)[C:3]([CH2:10][C:11]([O:13][CH3:14])=[O:12])=[CH:2]2)=[CH:25][C:24]=1[CH3:26]. (2) Given the reactants [Cl:1][C:2]1[CH:7]=[CH:6][C:5]([CH:8]([C:10]2[CH:15]=[CH:14][C:13]([N:16]([CH2:20]C=C)[CH2:17][CH:18]=[CH2:19])=[CH:12][CH:11]=2)[OH:9])=[CH:4][C:3]=1[S:23]([NH2:26])(=[O:25])=[O:24], predict the reaction product. The product is: [Cl:1][C:2]1[CH:7]=[CH:6][C:5]([CH:8]([C:10]2[CH:15]=[CH:14][C:13]([N:16]3[CH2:17][CH:18]=[CH:19][CH2:20]3)=[CH:12][CH:11]=2)[OH:9])=[CH:4][C:3]=1[S:23]([NH2:26])(=[O:24])=[O:25].